This data is from Catalyst prediction with 721,799 reactions and 888 catalyst types from USPTO. The task is: Predict which catalyst facilitates the given reaction. (1) Reactant: [Br:1][C:2]1[C:9]([OH:10])=[CH:8][CH:7]=[C:6]([OH:11])[C:3]=1[CH:4]=O.Cl.[NH2:13][OH:14].[OH-].[Na+]. Product: [Br:1][C:2]1[C:9]([OH:10])=[CH:8][CH:7]=[C:6]([OH:11])[C:3]=1[CH:4]=[N:13][OH:14]. The catalyst class is: 14. (2) Reactant: Br[C:2]1[C:10]2[C:9]([N:11]3[CH2:16][CH2:15][CH:14]([NH:17][C:18](=[O:25])[C:19]4[CH:24]=[CH:23][CH:22]=[CH:21][CH:20]=4)[CH2:13][CH2:12]3)=[N:8][CH:7]=[N:6][C:5]=2[N:4]([S:26]([C:29]2[CH:34]=[CH:33][CH:32]=[CH:31][CH:30]=2)(=[O:28])=[O:27])[CH:3]=1.[O:35]1[CH:39]=[CH:38][C:37](B2OC(C)(C)C(C)(C)O2)=[CH:36]1.O.O.O.P([O-])([O-])([O-])=O.[K+].[K+].[K+].O. Product: [O:35]1[CH:39]=[CH:38][C:37]([C:2]2[C:10]3[C:9]([N:11]4[CH2:16][CH2:15][CH:14]([NH:17][C:18](=[O:25])[C:19]5[CH:24]=[CH:23][CH:22]=[CH:21][CH:20]=5)[CH2:13][CH2:12]4)=[N:8][CH:7]=[N:6][C:5]=3[N:4]([S:26]([C:29]3[CH:34]=[CH:33][CH:32]=[CH:31][CH:30]=3)(=[O:28])=[O:27])[CH:3]=2)=[CH:36]1. The catalyst class is: 77. (3) Product: [CH2:1]([O:5][CH2:6][CH2:7][O:8][C:9]1[CH:10]=[CH:11][C:12]([C:15]2[CH:16]=[CH:17][C:18]3[N:24]([C:25](=[O:30])[C:26]([F:28])([F:29])[F:27])[CH2:23][CH2:22][C:21]([C:31]([NH:33][C:34]4[CH:39]=[CH:38][C:37]([CH:40]([OH:48])[C:41]5[CH:46]=[C:45]([CH3:47])[CH:44]=[CH:43][N+:42]=5[O-:61])=[C:36]([O:49][CH2:50][CH3:51])[CH:35]=4)=[O:32])=[CH:20][C:19]=3[CH:52]=2)=[CH:13][CH:14]=1)[CH2:2][CH2:3][CH3:4]. The catalyst class is: 4. Reactant: [CH2:1]([O:5][CH2:6][CH2:7][O:8][C:9]1[CH:14]=[CH:13][C:12]([C:15]2[CH:16]=[CH:17][C:18]3[N:24]([C:25](=[O:30])[C:26]([F:29])([F:28])[F:27])[CH2:23][CH2:22][C:21]([C:31]([NH:33][C:34]4[CH:39]=[CH:38][C:37]([CH:40]([OH:48])[C:41]5[CH:46]=[C:45]([CH3:47])[CH:44]=[CH:43][N:42]=5)=[C:36]([O:49][CH2:50][CH3:51])[CH:35]=4)=[O:32])=[CH:20][C:19]=3[CH:52]=2)=[CH:11][CH:10]=1)[CH2:2][CH2:3][CH3:4].ClC1C=CC=C(C(OO)=[O:61])C=1.S([O-])([O-])(=O)=S.[Na+].[Na+]. (4) Reactant: [F:1][C:2]([F:21])([F:20])[O:3][C:4]1[CH:5]=[C:6]([CH:17]=[CH:18][CH:19]=1)[O:7][CH2:8][C:9]1[O:13][N:12]=[C:11]([C:14]([OH:16])=O)[CH:10]=1.C(N(CC)CC)C.Cl.C(N=C=NCCCN(C)C)C.ON1C2C=CC=CC=2N=N1.[O:51]1[CH2:56][CH2:55][CH:54]([CH2:57][NH2:58])[CH2:53][CH2:52]1. Product: [O:51]1[CH2:56][CH2:55][CH:54]([CH2:57][NH:58][C:14]([C:11]2[CH:10]=[C:9]([CH2:8][O:7][C:6]3[CH:17]=[CH:18][CH:19]=[C:4]([O:3][C:2]([F:1])([F:21])[F:20])[CH:5]=3)[O:13][N:12]=2)=[O:16])[CH2:53][CH2:52]1. The catalyst class is: 408.